Dataset: NCI-60 drug combinations with 297,098 pairs across 59 cell lines. Task: Regression. Given two drug SMILES strings and cell line genomic features, predict the synergy score measuring deviation from expected non-interaction effect. (1) Drug 1: CC1=C(C=C(C=C1)NC2=NC=CC(=N2)N(C)C3=CC4=NN(C(=C4C=C3)C)C)S(=O)(=O)N.Cl. Drug 2: COC1=C2C(=CC3=C1OC=C3)C=CC(=O)O2. Cell line: MOLT-4. Synergy scores: CSS=9.37, Synergy_ZIP=4.80, Synergy_Bliss=7.58, Synergy_Loewe=5.10, Synergy_HSA=5.76. (2) Drug 1: C1CC(C1)(C(=O)O)C(=O)O.[NH2-].[NH2-].[Pt+2]. Drug 2: C1=CC=C(C=C1)NC(=O)CCCCCCC(=O)NO. Cell line: SR. Synergy scores: CSS=70.4, Synergy_ZIP=3.47, Synergy_Bliss=3.82, Synergy_Loewe=-16.6, Synergy_HSA=5.18. (3) Drug 1: CS(=O)(=O)C1=CC(=C(C=C1)C(=O)NC2=CC(=C(C=C2)Cl)C3=CC=CC=N3)Cl. Drug 2: CCCS(=O)(=O)NC1=C(C(=C(C=C1)F)C(=O)C2=CNC3=C2C=C(C=N3)C4=CC=C(C=C4)Cl)F. Cell line: K-562. Synergy scores: CSS=14.0, Synergy_ZIP=4.63, Synergy_Bliss=-3.56, Synergy_Loewe=-6.16, Synergy_HSA=-6.29. (4) Drug 1: C1=CC(=C2C(=C1NCCNCCO)C(=O)C3=C(C=CC(=C3C2=O)O)O)NCCNCCO. Drug 2: COC1=CC(=CC(=C1O)OC)C2C3C(COC3=O)C(C4=CC5=C(C=C24)OCO5)OC6C(C(C7C(O6)COC(O7)C8=CC=CS8)O)O. Cell line: UO-31. Synergy scores: CSS=29.5, Synergy_ZIP=-10.4, Synergy_Bliss=-3.86, Synergy_Loewe=-5.48, Synergy_HSA=1.02. (5) Drug 1: C1CC(C1)(C(=O)O)C(=O)O.[NH2-].[NH2-].[Pt+2]. Drug 2: COCCOC1=C(C=C2C(=C1)C(=NC=N2)NC3=CC=CC(=C3)C#C)OCCOC.Cl. Cell line: M14. Synergy scores: CSS=-1.77, Synergy_ZIP=-0.781, Synergy_Bliss=0.897, Synergy_Loewe=-1.58, Synergy_HSA=-0.625.